Task: Predict the reactants needed to synthesize the given product.. Dataset: Full USPTO retrosynthesis dataset with 1.9M reactions from patents (1976-2016) (1) Given the product [O:21]([C:28]1[CH:34]=[CH:33][CH:32]=[CH:31][C:29]=1[NH:30][C:15]1[C:16](=[O:19])[C:17](=[O:18])[C:14]=1[NH:13][C:5]1[C:6]([OH:12])=[C:7]([S:8]([NH2:11])(=[O:10])=[O:9])[C:2]([Cl:1])=[CH:3][CH:4]=1)[C:22]1[CH:23]=[CH:24][CH:25]=[CH:26][CH:27]=1, predict the reactants needed to synthesize it. The reactants are: [Cl:1][C:2]1[C:7]([S:8]([NH2:11])(=[O:10])=[O:9])=[C:6]([OH:12])[C:5]([NH:13][C:14]2[C:17](=[O:18])[C:16](=[O:19])[C:15]=2Cl)=[CH:4][CH:3]=1.[O:21]([C:28]1[CH:34]=[CH:33][CH:32]=[CH:31][C:29]=1[NH2:30])[C:22]1[CH:27]=[CH:26][CH:25]=[CH:24][CH:23]=1. (2) Given the product [C:31]([O:30][C:28]([N:25]1[CH2:26][CH2:27][C@H:24]1[CH2:23][O:22][C:20]1[CH:19]=[N:18][CH:17]=[C:16]([C@@H:14]2[CH2:15][C@H:13]2[CH2:12][CH2:11][F:53])[CH:21]=1)=[O:29])([CH3:34])([CH3:33])[CH3:32], predict the reactants needed to synthesize it. The reactants are: C1(C)C=CC(S(O[CH2:11][CH2:12][C@@H:13]2[CH2:15][C@H:14]2[C:16]2[CH:17]=[N:18][CH:19]=[C:20]([O:22][CH2:23][C@@H:24]3[CH2:27][CH2:26][N:25]3[C:28]([O:30][C:31]([CH3:34])([CH3:33])[CH3:32])=[O:29])[CH:21]=2)(=O)=O)=CC=1.[N+](CCCC)(CCCC)(CCCC)CCCC.[F-:53]. (3) Given the product [CH3:1][O:2][C:3](=[O:16])[CH:4]=[CH:5][C:6]1[CH:11]=[CH:10][CH:9]=[C:8]([S:12](=[O:14])(=[O:13])[NH:25][C:20]2[CH:21]=[CH:22][CH:23]=[CH:24][C:19]=2[O:18][CH3:17])[CH:7]=1, predict the reactants needed to synthesize it. The reactants are: [CH3:1][O:2][C:3](=[O:16])[CH:4]=[CH:5][C:6]1[CH:11]=[CH:10][CH:9]=[C:8]([S:12](Cl)(=[O:14])=[O:13])[CH:7]=1.[CH3:17][O:18][C:19]1[C:20]([NH2:25])=[CH:21][CH:22]=[CH:23][CH:24]=1.C([O-])(O)=O.[Na+].